From a dataset of Catalyst prediction with 721,799 reactions and 888 catalyst types from USPTO. Predict which catalyst facilitates the given reaction. (1) Reactant: [C:1]([C:9]1[CH:10]=[CH:11][C:12]([N+:29]([O-])=O)=[C:13]([CH:28]=1)[CH2:14][NH:15][CH2:16][CH2:17][C:18]([N:20]([CH:22]1[CH2:27][CH2:26][CH2:25][CH2:24][CH2:23]1)[CH3:21])=[O:19])(=[O:8])[C:2]1[CH:7]=[CH:6][CH:5]=[CH:4][CH:3]=1.S1C=CC=C1. Product: [NH2:29][C:12]1[CH:11]=[CH:10][C:9]([C:1](=[O:8])[C:2]2[CH:7]=[CH:6][CH:5]=[CH:4][CH:3]=2)=[CH:28][C:13]=1[CH2:14][NH:15][CH2:16][CH2:17][C:18]([N:20]([CH:22]1[CH2:23][CH2:24][CH2:25][CH2:26][CH2:27]1)[CH3:21])=[O:19]. The catalyst class is: 465. (2) Reactant: [Br:1][C:2]1[CH:7]=[CH:6][N:5]2[CH:8]=[C:9]([C:11]3[CH:16]=[CH:15][C:14]([OH:17])=[CH:13][CH:12]=3)[N:10]=[C:4]2[CH:3]=1.CC1C=CC(S(O[CH2:29][F:30])(=O)=O)=CC=1.C(=O)([O-])[O-].[Cs+].[Cs+].O. Product: [Br:1][C:2]1[CH:7]=[CH:6][N:5]2[CH:8]=[C:9]([C:11]3[CH:12]=[CH:13][C:14]([O:17][CH2:29][F:30])=[CH:15][CH:16]=3)[N:10]=[C:4]2[CH:3]=1. The catalyst class is: 3. (3) Reactant: [NH:1]1[CH2:6][CH2:5][O:4][CH2:3][CH2:2]1.C(=O)([O-])[O-].[Na+].[Na+].Cl[C:14]1[N:19]=[C:18]([O:20][C:21]2[CH:50]=[CH:49][CH:48]=[CH:47][C:22]=2[CH2:23][NH:24][C:25]([NH:27][C:28]2[N:32]([C:33]3[CH:38]=[CH:37][CH:36]=[C:35]([O:39][CH2:40][CH2:41][OH:42])[CH:34]=3)[N:31]=[C:30]([C:43]([CH3:46])([CH3:45])[CH3:44])[CH:29]=2)=[O:26])[CH:17]=[CH:16][N:15]=1. Product: [O:4]1[CH2:5][CH2:6][N:1]([C:14]2[N:19]=[C:18]([O:20][C:21]3[CH:50]=[CH:49][CH:48]=[CH:47][C:22]=3[CH2:23][NH:24][C:25]([NH:27][C:28]3[N:32]([C:33]4[CH:38]=[CH:37][CH:36]=[C:35]([O:39][CH2:40][CH2:41][OH:42])[CH:34]=4)[N:31]=[C:30]([C:43]([CH3:46])([CH3:44])[CH3:45])[CH:29]=3)=[O:26])[CH:17]=[CH:16][N:15]=2)[CH2:2][CH2:3]1. The catalyst class is: 8. (4) Reactant: [C:1]1([N:7]2[C:11]([C:12]3[CH:17]=[CH:16][CH:15]=[C:14]([O:18][C:19]([F:22])([F:21])[F:20])[CH:13]=3)=[CH:10][C:9]([NH2:23])=[N:8]2)[CH:6]=[CH:5][CH:4]=[CH:3][CH:2]=1.[CH3:24][C@H:25]1[C:29](=[O:30])[NH:28][CH2:27][C@@H:26]1[C:31](O)=[O:32].C1C=CC2N(O)N=NC=2C=1.CCN=C=NCCCN(C)C.Cl. Product: [C:1]1([N:7]2[C:11]([C:12]3[CH:17]=[CH:16][CH:15]=[C:14]([O:18][C:19]([F:22])([F:20])[F:21])[CH:13]=3)=[CH:10][C:9]([NH:23][C:31]([C@@H:26]3[C@@H:25]([CH3:24])[C:29](=[O:30])[NH:28][CH2:27]3)=[O:32])=[N:8]2)[CH:2]=[CH:3][CH:4]=[CH:5][CH:6]=1. The catalyst class is: 35. (5) Reactant: [CH2:1]([S:8][CH2:9][C@H:10]([NH:19][S:20]([C:23]1[C:32]2[C:27](=[CH:28][CH:29]=[CH:30][CH:31]=2)[C:26]([CH3:33])=[CH:25][CH:24]=1)(=[O:22])=[O:21])[C:11](=O)[NH:12][CH2:13][CH2:14][N:15]([CH3:17])[CH3:16])[C:2]1[CH:7]=[CH:6][CH:5]=[CH:4][CH:3]=1. Product: [CH2:1]([S:8][CH2:9][C@H:10]([NH:19][S:20]([C:23]1[C:32]2[C:27](=[CH:28][CH:29]=[CH:30][CH:31]=2)[C:26]([CH3:33])=[CH:25][CH:24]=1)(=[O:22])=[O:21])[CH2:11][NH:12][CH2:13][CH2:14][N:15]([CH3:17])[CH3:16])[C:2]1[CH:3]=[CH:4][CH:5]=[CH:6][CH:7]=1. The catalyst class is: 1. (6) Reactant: [CH3:1]C(C)([O-])C.[K+].[Cl:7][C:8]1[N:9]=[CH:10][C:11]2[NH:16][N:15]=[CH:14][C:12]=2[N:13]=1.IC. Product: [Cl:7][C:8]1[N:9]=[CH:10][C:11]2[N:16]([CH3:1])[N:15]=[CH:14][C:12]=2[N:13]=1. The catalyst class is: 7. (7) Reactant: C1C=CC(P(C2C=CC=CC=2)C2C=CC=CC=2)=CC=1.[OH:20][C:21]1[CH:22]=[CH:23][CH:24]=[C:25]2[C:30]=1[N:29]=[C:28]([CH3:31])[CH:27]=[CH:26]2.C1C=CC(COC(/N=N/C(OCC2C=CC=CC=2)=O)=O)=CC=1.[NH2:54][C:55]1[CH:64]=[CH:63][C:62]2[C:57](=[C:58]([O:65][CH:66]([CH3:71])[CH2:67][CH2:68][CH2:69]O)[CH:59]=[CH:60][CH:61]=2)[N:56]=1. Product: [CH3:71][CH:66]([O:65][C:58]1[CH:59]=[CH:60][CH:61]=[C:62]2[C:57]=1[N:56]=[C:55]([NH2:54])[CH:64]=[CH:63]2)[CH2:67][CH2:68][CH2:69][O:20][C:21]1[CH:22]=[CH:23][CH:24]=[C:25]2[C:30]=1[N:29]=[C:28]([CH3:31])[CH:27]=[CH:26]2. The catalyst class is: 1. (8) Reactant: [Cl:1][C:2]1[C:11]2[C:10]([S:12]([N:15]3[CH2:19][CH2:18][C@H:17]([NH:20][CH3:21])[CH2:16]3)(=[O:14])=[O:13])=[CH:9][CH:8]=[CH:7][C:6]=2[CH:5]=[N:4][CH:3]=1.Cl. Product: [ClH:1].[Cl:1][C:2]1[C:11]2[C:10]([S:12]([N:15]3[CH2:19][CH2:18][C@H:17]([NH:20][CH3:21])[CH2:16]3)(=[O:13])=[O:14])=[CH:9][CH:8]=[CH:7][C:6]=2[CH:5]=[N:4][CH:3]=1. The catalyst class is: 8. (9) Reactant: [C:1]1([C:7]2[N:8]=[C:9]([C:17]3[CH:22]=[CH:21][N:20]=[CH:19][CH:18]=3)[S:10][C:11]=2[C:12]([O:14][CH2:15][CH3:16])=[O:13])[CH:6]=[CH:5][CH:4]=[CH:3][CH:2]=1.ClC1C=CC=C(C(OO)=[O:31])C=1. Product: [O-:31][N+:20]1[CH:19]=[CH:18][C:17]([C:9]2[S:10][C:11]([C:12]([O:14][CH2:15][CH3:16])=[O:13])=[C:7]([C:1]3[CH:2]=[CH:3][CH:4]=[CH:5][CH:6]=3)[N:8]=2)=[CH:22][CH:21]=1. The catalyst class is: 10. (10) Reactant: [Br:1][C:2]1[CH:3]=[C:4]([C:24]#[N:25])[C:5]([C:15]2[CH:20]=[C:19]([F:21])[CH:18]=[CH:17][C:16]=2[O:22][CH3:23])=[C:6]([C:8]2[CH:13]=[CH:12][C:11]([OH:14])=[CH:10][CH:9]=2)[CH:7]=1.[NH2:26][OH:27]. Product: [Br:1][C:2]1[CH:3]=[C:4]([C:24](=[N:26][OH:27])[NH2:25])[C:5]([C:15]2[CH:20]=[C:19]([F:21])[CH:18]=[CH:17][C:16]=2[O:22][CH3:23])=[C:6]([C:8]2[CH:13]=[CH:12][C:11]([OH:14])=[CH:10][CH:9]=2)[CH:7]=1. The catalyst class is: 5.